From a dataset of Reaction yield outcomes from USPTO patents with 853,638 reactions. Predict the reaction yield, written as a fraction of the theoretical maximum amount of product (1.0 means a 100% yield; for example, 0.34 means a 34% yield). (1) The reactants are C(OC([N:8]1[CH2:13][CH2:12][C:11]2[N:14](COCC[Si](C)(C)C)[N:15]=[C:16]([C:17]3[S:21][N:20]=[CH:19][CH:18]=3)[C:10]=2[CH2:9]1)=O)(C)(C)C.O1CCOCC1. No catalyst specified. The product is [NH:14]1[C:11]2[CH2:12][CH2:13][NH:8][CH2:9][C:10]=2[C:16]([C:17]2[S:21][N:20]=[CH:19][CH:18]=2)=[N:15]1. The yield is 0.868. (2) The reactants are [NH2:1][C:2]1[CH:7]=[C:6](Cl)[CH:5]=[CH:4][N:3]=1.[F:9][C:10]1[CH:15]=[C:14]([N+:16]([O-:18])=[O:17])[CH:13]=[CH:12][C:11]=1[OH:19].C(N(CC)C(C)C)(C)C. The product is [NH2:1][C:2]1[CH:7]=[C:6]([O:19][C:11]2[CH:12]=[CH:13][C:14]([N+:16]([O-:18])=[O:17])=[CH:15][C:10]=2[F:9])[CH:5]=[CH:4][N:3]=1. The catalyst is CN1CCCC1=O. The yield is 0.200. (3) The reactants are [CH2:1]([C:3]1[CH:4]=[C:5]([CH2:28][N:29]2[CH2:32][CH:31]([C:33]([O:35]C)=[O:34])[CH2:30]2)[S:6][C:7]=1[C:8]1[N:12]=[C:11]([C:13]2[CH:18]=[CH:17][C:16]([O:19][C:20]3[CH:25]=[CH:24][CH:23]=[CH:22][C:21]=3[O:26][CH3:27])=[CH:15][CH:14]=2)[O:10][N:9]=1)[CH3:2].[OH-].[Na+].C(O)(=O)C.C(O)(=O)C(O)=O. The catalyst is O1CCOCC1.CO.O. The product is [CH2:1]([C:3]1[CH:4]=[C:5]([CH2:28][N:29]2[CH2:32][CH:31]([C:33]([OH:35])=[O:34])[CH2:30]2)[S:6][C:7]=1[C:8]1[N:12]=[C:11]([C:13]2[CH:18]=[CH:17][C:16]([O:19][C:20]3[CH:25]=[CH:24][CH:23]=[CH:22][C:21]=3[O:26][CH3:27])=[CH:15][CH:14]=2)[O:10][N:9]=1)[CH3:2]. The yield is 0.690. (4) The reactants are [N+:1]([C:4]1[CH:5]=[CH:6][CH:7]=[C:8]2[C:13]=1[N:12]=[CH:11][CH:10]=[C:9]2[N:14]([CH2:28][CH2:29][N:30]([CH3:32])[CH3:31])[C:15](=[O:27])[C:16]1[C:21](OC)=[C:20]([O:24][CH3:25])[CH:19]=[CH:18][C:17]=1I)([O-:3])=[O:2].C(Cl)(=O)[C:34](Cl)=[O:35].COC1C=C(C(I)=CC=1OC)C(O)=O.[N+](C1C=CC=C2C=1N=CC=C2NCCN(C)C)([O-])=O.C(N(CC)CC)C. The catalyst is C(Cl)Cl. The product is [CH3:25][O:24][C:20]1[C:19]([O:35][CH3:34])=[CH:18][C:17]2[C:10]3[C:9](=[C:8]4[CH:7]=[CH:6][CH:5]=[C:4]([N+:1]([O-:3])=[O:2])[C:13]4=[N:12][CH:11]=3)[N:14]([CH2:28][CH2:29][N:30]([CH3:32])[CH3:31])[C:15](=[O:27])[C:16]=2[CH:21]=1. The yield is 0.850. (5) The reactants are C[O:2][C:3]1[CH:8]=[CH:7][C:6]([S:9][C:10]2[C:18]3[C:17]([NH:19][C@H:20]([C:22]4[N:27]([C:28]5[CH:33]=[CH:32][CH:31]=[CH:30][CH:29]=5)[C:26](=[O:34])[C:25]5=[C:35]([CH3:38])[CH:36]=[CH:37][N:24]5[N:23]=4)[CH3:21])=[N:16][CH:15]=[N:14][C:13]=3[N:12](COCC[Si](C)(C)C)[CH:11]=2)=[CH:5][CH:4]=1.B(Br)(Br)Br.N. The catalyst is ClCCl. The product is [OH:2][C:3]1[CH:4]=[CH:5][C:6]([S:9][C:10]2[C:18]3[C:17]([NH:19][C@H:20]([C:22]4[N:27]([C:28]5[CH:33]=[CH:32][CH:31]=[CH:30][CH:29]=5)[C:26](=[O:34])[C:25]5=[C:35]([CH3:38])[CH:36]=[CH:37][N:24]5[N:23]=4)[CH3:21])=[N:16][CH:15]=[N:14][C:13]=3[NH:12][CH:11]=2)=[CH:7][CH:8]=1. The yield is 0.480. (6) The reactants are C([O-])([O-])=O.[K+].[K+].[F-].[Cs+].[C:9]([C:11]1[CH:16]=[CH:15][C:14](B(O)O)=[CH:13][CH:12]=1)#[N:10].Br[C:21]1[CH:22]=[CH:23][C:24]2[S:28][C:27]([CH2:29][CH2:30][N:31]3[CH2:35][CH2:34][CH2:33][CH:32]3[CH3:36])=[N:26][C:25]=2[CH:37]=1.C1(P(C2CCCCC2)C2C=CC=CC=2C2C=CC=CC=2)CCCCC1. The catalyst is C1(C)C=CC=CC=1.C1C=CC(/C=C/C(/C=C/C2C=CC=CC=2)=O)=CC=1.C1C=CC(/C=C/C(/C=C/C2C=CC=CC=2)=O)=CC=1.C1C=CC(/C=C/C(/C=C/C2C=CC=CC=2)=O)=CC=1.[Pd].[Pd]. The product is [CH3:36][CH:32]1[CH2:33][CH2:34][CH2:35][N:31]1[CH2:30][CH2:29][C:27]1[S:28][C:24]2[CH:23]=[CH:22][C:21]([C:14]3[CH:15]=[CH:16][C:11]([C:9]#[N:10])=[CH:12][CH:13]=3)=[CH:37][C:25]=2[N:26]=1. The yield is 0.315. (7) The product is [Cl:1][C:2]1[CH:7]=[C:6]([C:8]2[CH:13]=[CH:12][C:11]([O:14][CH3:15])=[C:10]([O:16][CH3:17])[CH:9]=2)[N:5]=[C:4]([O:23][CH3:22])[N:3]=1. The yield is 1.00. The reactants are [Cl:1][C:2]1[CH:7]=[C:6]([C:8]2[CH:13]=[CH:12][C:11]([O:14][CH3:15])=[C:10]([O:16][CH3:17])[CH:9]=2)[N:5]=[C:4](S(C)(=O)=O)[N:3]=1.[CH3:22][O-:23].[Na+].CO. The catalyst is COCCOC. (8) The reactants are Br[C:2]1[CH:3]=[N:4][C:5]2[NH:14][C:13](=[O:15])[C@@H:12]3[N:8]([CH2:9][CH2:10][CH2:11]3)[CH2:7][C:6]=2[CH:16]=1.[C:17]([O:21]CCCC)(=[O:20])[CH:18]=[CH2:19].C(N(C(C)C)C(C)C)C.[CH3:56][C:51]1[CH:52]=CC=C[C:50]=1P([C:50]1C=CC=[CH:52][C:51]=1[CH3:56])[C:50]1C=CC=[CH:52][C:51]=1[CH3:56]. The catalyst is C(#N)CC.CN(C=O)C.C(Cl)Cl.CC([O-])=O.CC([O-])=O.[Pd+2]. The product is [C:51]([O:21][C:17](=[O:20])/[CH:18]=[CH:19]/[C:2]1[CH:3]=[N:4][C:5]2[NH:14][C:13](=[O:15])[C@@H:12]3[N:8]([CH2:9][CH2:10][CH2:11]3)[CH2:7][C:6]=2[CH:16]=1)([CH3:50])([CH3:52])[CH3:56]. The yield is 0.560. (9) The reactants are [Cl:1][C:2]1[N:3]=[C:4]2[C:9](=[CH:10][CH:11]=1)[N:8]=[CH:7][C:6]([C:12](=[O:14])[CH3:13])=[C:5]2[NH:15][C@H:16]1[CH2:21][CH2:20][C@H:19]([CH2:22][N:23]([CH3:25])[CH3:24])[CH2:18][CH2:17]1.CC1(C)C(C)(C)OB([C:34]2[CH:39]=[CH:38][C:37]([OH:40])=[C:36]([O:41][C:42]([F:45])([F:44])[F:43])[CH:35]=2)O1.C1(N)C(F)=C(F)C(F)=C(N)C=1F.[ClH:59].Cl. No catalyst specified. The product is [ClH:1].[ClH:59].[CH3:24][N:23]([CH2:22][C@H:19]1[CH2:20][CH2:21][C@H:16]([NH:15][C:5]2[C:4]3[C:9](=[CH:10][CH:11]=[C:2]([C:34]4[CH:39]=[CH:38][C:37]([OH:40])=[C:36]([O:41][C:42]([F:43])([F:45])[F:44])[CH:35]=4)[N:3]=3)[N:8]=[CH:7][C:6]=2[C:12](=[O:14])[CH3:13])[CH2:17][CH2:18]1)[CH3:25]. The yield is 0.790.